This data is from Forward reaction prediction with 1.9M reactions from USPTO patents (1976-2016). The task is: Predict the product of the given reaction. Given the reactants Cl.[NH2:2][C:3]([NH2:5])=[NH2+:4].CC([O-])(C)C.[K+].C([O:14][C:15](=O)[CH2:16][CH:17]1[C:25]2[C:20](=[CH:21][CH:22]=[C:23]([C:26]([F:29])([F:28])[F:27])[CH:24]=2)[C:19](=[O:30])[N:18]1[CH2:31][C:32]([F:35])([F:34])[F:33])C.Cl, predict the reaction product. The product is: [O:30]=[C:19]1[C:20]2[C:25](=[CH:24][C:23]([C:26]([F:27])([F:28])[F:29])=[CH:22][CH:21]=2)[CH:17]([CH2:16][C:15]([NH:4][C:3]([NH2:5])=[NH:2])=[O:14])[N:18]1[CH2:31][C:32]([F:34])([F:33])[F:35].